Dataset: Peptide-MHC class I binding affinity with 185,985 pairs from IEDB/IMGT. Task: Regression. Given a peptide amino acid sequence and an MHC pseudo amino acid sequence, predict their binding affinity value. This is MHC class I binding data. (1) The peptide sequence is RNKKPRLCTR. The MHC is HLA-A31:01 with pseudo-sequence HLA-A31:01. The binding affinity (normalized) is 0.581. (2) The peptide sequence is KSRCASPST. The MHC is HLA-A31:01 with pseudo-sequence HLA-A31:01. The binding affinity (normalized) is 0.0847. (3) The peptide sequence is NFIPIIYSK. The MHC is HLA-A33:01 with pseudo-sequence HLA-A33:01. The binding affinity (normalized) is 0.700. (4) The peptide sequence is SDYLELDTV. The MHC is Mamu-B01 with pseudo-sequence Mamu-B01. The binding affinity (normalized) is 1.00. (5) The peptide sequence is AVLTRGTF. The MHC is HLA-B15:01 with pseudo-sequence HLA-B15:01. The binding affinity (normalized) is 0.161. (6) The peptide sequence is GSASPTPPY. The MHC is HLA-A01:01 with pseudo-sequence HLA-A01:01. The binding affinity (normalized) is 0.652. (7) The peptide sequence is ADAKQFAAI. The MHC is H-2-Kd with pseudo-sequence H-2-Kd. The binding affinity (normalized) is 0. (8) The peptide sequence is RTADIGACM. The MHC is HLA-B15:17 with pseudo-sequence HLA-B15:17. The binding affinity (normalized) is 1.00.